This data is from Catalyst prediction with 721,799 reactions and 888 catalyst types from USPTO. The task is: Predict which catalyst facilitates the given reaction. (1) Reactant: Cl.[CH2:2]([S:4]([N:7]1[CH:11]=[CH:10][CH:9]=[C:8]1[CH2:12][NH2:13])(=[O:6])=[O:5])[CH3:3].[F:14][C:15]([F:26])([F:25])[C:16]1[CH:17]=[C:18]([CH:22]=[CH:23][CH:24]=1)[C:19](O)=[O:20]. Product: [CH2:2]([S:4]([N:7]1[CH:11]=[CH:10][CH:9]=[C:8]1[CH2:12][NH:13][C:19](=[O:20])[C:18]1[CH:22]=[CH:23][CH:24]=[C:16]([C:15]([F:14])([F:25])[F:26])[CH:17]=1)(=[O:5])=[O:6])[CH3:3]. The catalyst class is: 4. (2) Reactant: [H-].[Al+3].[Li+].[H-].[H-].[H-].C([O:9][C:10]([CH:12]1[CH2:17][CH2:16][N:15]([C:18]2[C:27]3[C:22](=[CH:23][CH:24]=[CH:25][CH:26]=3)[N:21]=[CH:20][CH:19]=2)[CH2:14][CH2:13]1)=O)C.S([O-])([O-])(=O)=O.[Na+].[Na+]. Product: [OH:9][CH2:10][CH:12]1[CH2:17][CH2:16][N:15]([C:18]2[C:27]3[C:22](=[CH:23][CH:24]=[CH:25][CH:26]=3)[N:21]=[CH:20][CH:19]=2)[CH2:14][CH2:13]1. The catalyst class is: 7. (3) Reactant: [CH3:1][C:2]1([CH3:19])[O:6][C@H:5]([CH2:7][O:8][C:9]2[CH:16]=[C:15]([CH3:17])[C:12]([CH:13]=O)=[C:11]([CH3:18])[CH:10]=2)[CH2:4][O:3]1.[NH2:20][C:21]1[CH:22]=[C:23]([CH:35]=[CH:36][C:37]=1[NH2:38])[C:24]([NH:26][C:27]1[CH:32]=[CH:31][C:30]([CH3:33])=[C:29]([CH3:34])[CH:28]=1)=[O:25].C(S([O-])(=O)=O)(F)(F)F.C(S([O-])(=O)=O)(F)(F)F.C(S([O-])(=O)=O)(F)(F)F.[Yb+3].O. Product: [CH3:34][C:29]1[CH:28]=[C:27]([NH:26][C:24]([C:23]2[CH:35]=[CH:36][C:37]3[N:38]=[C:13]([C:12]4[C:15]([CH3:17])=[CH:16][C:9]([O:8][CH2:7][C@@H:5]5[CH2:4][O:3][C:2]([CH3:19])([CH3:1])[O:6]5)=[CH:10][C:11]=4[CH3:18])[NH:20][C:21]=3[CH:22]=2)=[O:25])[CH:32]=[CH:31][C:30]=1[CH3:33]. The catalyst class is: 197. (4) Reactant: [C:1]([C:5]1[CH:6]=[C:7]([NH:37][C:38]([O:40][CH3:41])=[O:39])[C:8]([O:35][CH3:36])=[C:9]([NH:11][C:12](=[O:34])[NH:13][C:14]2[C:23]3[C:18](=[CH:19][CH:20]=[CH:21][CH:22]=3)[C:17]([O:24][C:25]3[CH:30]=[CH:29][N:28]=[C:27](C(O)=O)[CH:26]=3)=[CH:16][CH:15]=2)[CH:10]=1)([CH3:4])([CH3:3])[CH3:2].Cl.CN(C)CCCN=C=NCC.C(N(CC)CC)C.CNC.[CH3:64][N:65]([CH:67]=[O:68])[CH3:66]. Product: [CH3:41][O:40][C:38](=[O:39])[NH:37][C:7]1[CH:6]=[C:5]([C:1]([CH3:4])([CH3:3])[CH3:2])[CH:10]=[C:9]([NH:11][C:12]([NH:13][C:14]2[C:23]3[C:18](=[CH:19][CH:20]=[CH:21][CH:22]=3)[C:17]([O:24][C:25]3[CH:30]=[CH:29][N:28]=[C:27]([C:67](=[O:68])[N:65]([CH3:66])[CH3:64])[CH:26]=3)=[CH:16][CH:15]=2)=[O:34])[C:8]=1[O:35][CH3:36]. The catalyst class is: 6.